This data is from Merck oncology drug combination screen with 23,052 pairs across 39 cell lines. The task is: Regression. Given two drug SMILES strings and cell line genomic features, predict the synergy score measuring deviation from expected non-interaction effect. Drug 1: COC1=C2CC(C)CC(OC)C(O)C(C)C=C(C)C(OC(N)=O)C(OC)C=CC=C(C)C(=O)NC(=CC1=O)C2=O. Drug 2: CCc1cnn2c(NCc3ccc[n+]([O-])c3)cc(N3CCCCC3CCO)nc12. Cell line: HT29. Synergy scores: synergy=-3.27.